Dataset: Catalyst prediction with 721,799 reactions and 888 catalyst types from USPTO. Task: Predict which catalyst facilitates the given reaction. (1) Reactant: [CH3:1][C:2]1[N:3]=[C:4]2[CH:9]=[CH:8][C:7]([CH3:10])=[N:6][N:5]2[C:11]=1[C:12]1[S:13][C:14]([C:18]2[CH:23]=[CH:22][CH:21]=[C:20]([CH3:24])[N:19]=2)=[CH:15][C:16]=1[CH3:17].[CH2:25]1C[O:28][CH2:27][CH2:26]1.[Li+].CC([N-]C(C)C)C.CON(C)C(=O)CC. Product: [CH3:1][C:2]1[N:3]=[C:4]2[C:9]([C:27](=[O:28])[CH2:26][CH3:25])=[CH:8][C:7]([CH3:10])=[N:6][N:5]2[C:11]=1[C:12]1[S:13][C:14]([C:18]2[CH:23]=[CH:22][CH:21]=[C:20]([CH3:24])[N:19]=2)=[CH:15][C:16]=1[CH3:17]. The catalyst class is: 25. (2) Reactant: [CH2:1]([O:3][C:4](=[O:26])[CH2:5][C:6]1[CH:11]=[CH:10][C:9]([O:12][CH3:13])=[C:8]([O:14][C:15]2[CH:20]=[CH:19][C:18]([N+:21]([O-:23])=[O:22])=[CH:17][C:16]=2[CH2:24]O)[CH:7]=1)[CH3:2].P(Br)(Br)[Br:28]. Product: [CH2:1]([O:3][C:4](=[O:26])[CH2:5][C:6]1[CH:11]=[CH:10][C:9]([O:12][CH3:13])=[C:8]([O:14][C:15]2[CH:20]=[CH:19][C:18]([N+:21]([O-:23])=[O:22])=[CH:17][C:16]=2[CH2:24][Br:28])[CH:7]=1)[CH3:2]. The catalyst class is: 57. (3) Reactant: [F:1][C:2]1[CH:7]=[CH:6][C:5]([N:8]2[C:16]3[C:11](=[CH:12][C:13]([CH:17]([CH2:24][C:25]4[CH:30]=[CH:29][CH:28]=[CH:27][CH:26]=4)[C:18]([CH3:23])([CH3:22])[C:19]([OH:21])=O)=[CH:14][CH:15]=3)[CH:10]=[N:9]2)=[CH:4][CH:3]=1.C(N(C(C)C)CC)(C)C.CN(C(ON1N=NC2C=CC=NC1=2)=[N+](C)C)C.F[P-](F)(F)(F)(F)F.[NH2:64][C:65]1[S:66][CH:67]=[CH:68][N:69]=1. Product: [F:1][C:2]1[CH:7]=[CH:6][C:5]([N:8]2[C:16]3[C:11](=[CH:12][C:13]([CH:17]([CH2:24][C:25]4[CH:26]=[CH:27][CH:28]=[CH:29][CH:30]=4)[C:18]([CH3:22])([CH3:23])[C:19]([NH:64][C:65]4[S:66][CH:67]=[CH:68][N:69]=4)=[O:21])=[CH:14][CH:15]=3)[CH:10]=[N:9]2)=[CH:4][CH:3]=1. The catalyst class is: 3. (4) Reactant: [Br:1][C:2]1[CH:7]=[CH:6][C:5]([NH:8][C:9]2[C:10]([C:20]([OH:22])=O)=[CH:11][C:12]3[N:16](C)[CH:15]=[N:14][C:13]=3[C:18]=2[F:19])=[C:4]([Cl:23])[CH:3]=1.C1C=CC2N(O)N=[N:30][C:28]=2C=1.C(N(CC)CC)C.CN.CCN=C=NCCCN(C)C.Cl. Product: [CH3:28][NH:30][C:20]([C:10]1[C:9]([NH:8][C:5]2[CH:6]=[CH:7][C:2]([Br:1])=[CH:3][C:4]=2[Cl:23])=[C:18]([F:19])[C:13]2[N:14]=[CH:15][NH:16][C:12]=2[CH:11]=1)=[O:22]. The catalyst class is: 288. (5) Reactant: [F:1][C:2]1([F:14])[CH2:7][CH2:6][CH:5]([N:8]2[CH2:12][CH2:11][CH2:10][C:9]2=[O:13])[CH2:4][CH2:3]1.[Li+].CC([N-]C(C)C)C.[Br:23][C:24]1[CH:29]=[CH:28][C:27]([CH2:30]Br)=[C:26]([Cl:32])[CH:25]=1. Product: [Br:23][C:24]1[CH:29]=[CH:28][C:27]([CH2:30][CH:10]2[CH2:11][CH2:12][N:8]([CH:5]3[CH2:4][CH2:3][C:2]([F:1])([F:14])[CH2:7][CH2:6]3)[C:9]2=[O:13])=[C:26]([Cl:32])[CH:25]=1. The catalyst class is: 134. (6) The catalyst class is: 6. Product: [NH2:35][C:31]1[CH:30]=[C:29]([CH:34]=[CH:33][CH:32]=1)[CH2:28][N:15]1[C:14]2[C:13](=[O:38])[NH:12][C:11](=[O:39])[N:10]([CH3:9])[C:18]=2[N:17]=[C:16]1[S:19][CH:20]([CH2:26][CH3:27])[C:21]([O:23][CH2:24][CH3:25])=[O:22]. Reactant: S(S([O-])=O)([O-])=O.[Na+].[Na+].[CH3:9][N:10]1[C:18]2[N:17]=[C:16]([S:19][CH:20]([CH2:26][CH3:27])[C:21]([O:23][CH2:24][CH3:25])=[O:22])[N:15]([CH2:28][C:29]3[CH:34]=[CH:33][CH:32]=[C:31]([N+:35]([O-])=O)[CH:30]=3)[C:14]=2[C:13](=[O:38])[NH:12][C:11]1=[O:39].CN(C=O)C.Cl. (7) Reactant: [F:1][C:2]1[CH:7]=[C:6]([F:8])[CH:5]=[CH:4][C:3]=1[C@:9]12[CH2:18][O:17][C@@H:16]([C:19]3[CH:23]=[CH:22][N:21]([CH3:24])[N:20]=3)[CH2:15][C@H:14]1[CH2:13][S:12][C:11]([NH:25]C(=O)C1C=CC=CC=1)=[N:10]2.FC1C=C(F)C=CC=1[C@]12CO[C@@H](C3N(C)N=CC=3)C[C@H]1CSC(NC(=O)C1C=CC=CC=1)=N2.N12CCCN=C1CCCCC2. Product: [F:1][C:2]1[CH:7]=[C:6]([F:8])[CH:5]=[CH:4][C:3]=1[C@:9]12[CH2:18][O:17][C@@H:16]([C:19]3[CH:23]=[CH:22][N:21]([CH3:24])[N:20]=3)[CH2:15][C@H:14]1[CH2:13][S:12][C:11]([NH2:25])=[N:10]2. The catalyst class is: 5.